Dataset: Forward reaction prediction with 1.9M reactions from USPTO patents (1976-2016). Task: Predict the product of the given reaction. (1) The product is: [C:1]([O:5][C:6](=[O:7])[NH:8][C@H:9]1[C@H:10]([O:31][CH3:32])[CH2:11][C:12]2[C:17](=[CH:16][C:15]([C:33]#[N:34])=[CH:14][CH:13]=2)[C:18]1([CH2:19][CH3:20])[CH2:21][CH3:22])([CH3:3])([CH3:4])[CH3:2]. Given the reactants [C:1]([O:5][C:6]([NH:8][CH:9]1[C:18]([CH2:21][CH3:22])([CH2:19][CH3:20])[C:17]2[CH:16]=[C:15](OS(C(F)(F)F)(=O)=O)[CH:14]=[CH:13][C:12]=2[CH2:11][CH:10]1[O:31][CH3:32])=[O:7])([CH3:4])([CH3:3])[CH3:2].[CH3:33][N:34](C)C=O, predict the reaction product. (2) Given the reactants NC1[S:3][C:4]2[CH:10]=C[CH:8]=[C:7](C(O)=O)[C:5]=2[N:6]=1.[OH-].[K+].[C:16]([OH:19])(=[O:18])[CH3:17], predict the reaction product. The product is: [SH:3][C:4]1[CH:10]=[C:17]([CH:8]=[CH:7][C:5]=1[NH2:6])[C:16]([OH:19])=[O:18]. (3) Given the reactants F[P-](F)(F)(F)(F)F.[F:8][C:9]1[CH:14]=[CH:13][C:12]([CH2:15][C:16]2[CH:25]=[C:24]3[C:19]([C:20]([OH:38])=[C:21]([C:31]([NH:33][CH2:34][CH2:35][O:36][CH3:37])=[O:32])[C:22](=[O:30])[N:23]3[CH2:26][C:27]([OH:29])=O)=[N:18][CH:17]=2)=[CH:11][CH:10]=1.C(N(CC)CC)C.[CH:46]1([NH2:50])[CH2:49][CH2:48][CH2:47]1, predict the reaction product. The product is: [CH:46]1([NH:50][C:27](=[O:29])[CH2:26][N:23]2[C:24]3[C:19](=[N:18][CH:17]=[C:16]([CH2:15][C:12]4[CH:13]=[CH:14][C:9]([F:8])=[CH:10][CH:11]=4)[CH:25]=3)[C:20]([OH:38])=[C:21]([C:31]([NH:33][CH2:34][CH2:35][O:36][CH3:37])=[O:32])[C:22]2=[O:30])[CH2:49][CH2:48][CH2:47]1. (4) Given the reactants Cl[C:2]1[N:7]=[N:6][C:5]([C:8]([N:10]2[CH2:15][CH2:14][N:13]([C:16]3[C:21]([CH3:22])=[CH:20][C:19]([CH3:23])=[CH:18][N:17]=3)[CH2:12][CH2:11]2)=[O:9])=[CH:4][CH:3]=1.[O:24]1[CH2:28][CH2:27][NH:26][C:25]1=[O:29], predict the reaction product. The product is: [CH3:22][C:21]1[C:16]([N:13]2[CH2:14][CH2:15][N:10]([C:8]([C:5]3[N:6]=[N:7][C:2]([N:26]4[CH2:27][CH2:28][O:24][C:25]4=[O:29])=[CH:3][CH:4]=3)=[O:9])[CH2:11][CH2:12]2)=[N:17][CH:18]=[C:19]([CH3:23])[CH:20]=1.